From a dataset of Reaction yield outcomes from USPTO patents with 853,638 reactions. Predict the reaction yield, written as a fraction of the theoretical maximum amount of product (1.0 means a 100% yield; for example, 0.34 means a 34% yield). (1) The catalyst is O1CCCC1. The yield is 0.310. The product is [CH:1]1([C:4]([CH:16]2[CH2:18][CH2:17]2)([OH:5])[C:6]2[CH:11]=[CH:10][CH:9]=[C:8]([CH:12]([CH3:13])[CH3:14])[C:7]=2[OH:15])[CH2:2][CH2:3]1. The reactants are [CH:1]1([C:4]([C:6]2[CH:11]=[CH:10][CH:9]=[C:8]([CH:12]([CH3:14])[CH3:13])[C:7]=2[OH:15])=[O:5])[CH2:3][CH2:2]1.[CH:16]1([Mg]Br)[CH2:18][CH2:17]1. (2) The reactants are [NH2:1][C:2]1[N:3]=[N:4][CH:5]=[CH:6][N:7]=1.Br[CH2:9][C:10](=O)[C:11]([O:13][CH2:14][CH3:15])=[O:12]. The catalyst is C(O)C. The product is [CH2:14]([O:13][C:11]([C:10]1[N:1]=[C:2]2[N:7]=[CH:6][CH:5]=[N:4][N:3]2[CH:9]=1)=[O:12])[CH3:15]. The yield is 0.0180. (3) The reactants are [CH3:1][O:2][C:3]1[CH:4]=[C:5]2[C:10](=[CH:11][C:12]=1[O:13][CH2:14][C@H:15]1[CH2:17][O:16]1)[N:9]=[CH:8][N:7]=[C:6]2[O:18][C:19]1[CH:20]=[C:21]2[C:25](=[CH:26][CH:27]=1)[NH:24][CH:23]=[C:22]2[CH3:28].[NH:29]1[CH2:34][CH2:33][O:32][CH2:31][CH2:30]1. The catalyst is CN(C=O)C. The product is [OH:16][C@H:15]([CH2:17][N:29]1[CH2:34][CH2:33][O:32][CH2:31][CH2:30]1)[CH2:14][O:13][C:12]1[CH:11]=[C:10]2[C:5]([C:6]([O:18][C:19]3[CH:20]=[C:21]4[C:25](=[CH:26][CH:27]=3)[NH:24][CH:23]=[C:22]4[CH3:28])=[N:7][CH:8]=[N:9]2)=[CH:4][C:3]=1[O:2][CH3:1]. The yield is 0.930. (4) The reactants are [CH2:1]([O:3][C:4]([C:6]1[C@@H:7]2[N:22]([CH3:23])[C@H:11]([CH2:12][C:13]=1OS(C(F)(F)F)(=O)=O)[CH2:10][N:9]([C:24]([O:26][C:27]([CH3:30])([CH3:29])[CH3:28])=[O:25])[CH2:8]2)=[O:5])[CH3:2].[Cl:31][C:32]1[C:37]([F:38])=[CH:36][CH:35]=[C:34]([F:39])[C:33]=1[C:40]1[CH:44]=[C:43]([CH2:45][O:46][C:47]2[CH:52]=[CH:51][C:50](B3OC(C)(C)C(C)(C)O3)=[CH:49][N:48]=2)[O:42][N:41]=1.C([O-])([O-])=O.[Na+].[Na+]. The catalyst is COCCOC.CCOC(C)=O.C1C=CC([P]([Pd]([P](C2C=CC=CC=2)(C2C=CC=CC=2)C2C=CC=CC=2)([P](C2C=CC=CC=2)(C2C=CC=CC=2)C2C=CC=CC=2)[P](C2C=CC=CC=2)(C2C=CC=CC=2)C2C=CC=CC=2)(C2C=CC=CC=2)C2C=CC=CC=2)=CC=1. The product is [CH2:1]([O:3][C:4]([C:6]1[C@@H:7]2[N:22]([CH3:23])[C@H:11]([CH2:12][C:13]=1[C:50]1[CH:49]=[N:48][C:47]([O:46][CH2:45][C:43]3[O:42][N:41]=[C:40]([C:33]4[C:34]([F:39])=[CH:35][CH:36]=[C:37]([F:38])[C:32]=4[Cl:31])[CH:44]=3)=[CH:52][CH:51]=1)[CH2:10][N:9]([C:24]([O:26][C:27]([CH3:30])([CH3:29])[CH3:28])=[O:25])[CH2:8]2)=[O:5])[CH3:2]. The yield is 0.810.